Dataset: Reaction yield outcomes from USPTO patents with 853,638 reactions. Task: Predict the reaction yield, written as a fraction of the theoretical maximum amount of product (1.0 means a 100% yield; for example, 0.34 means a 34% yield). (1) The reactants are CS(C)=O.[F:5][C:6]1[C:7]([C:12]2([C:16]#[N:17])[CH2:15][CH2:14][CH2:13]2)=[N:8][CH:9]=[CH:10][CH:11]=1.C(=O)([O-])[O-:19].[K+].[K+].OO. The catalyst is O.C(OCC)(=O)C. The product is [F:5][C:6]1[C:7]([C:12]2([C:16]([NH2:17])=[O:19])[CH2:15][CH2:14][CH2:13]2)=[N:8][CH:9]=[CH:10][CH:11]=1. The yield is 0.590. (2) The reactants are [C:9](O[C:9]([O:11][C:12]([CH3:15])([CH3:14])[CH3:13])=[O:10])([O:11][C:12]([CH3:15])([CH3:14])[CH3:13])=[O:10].[CH:16]1([C:22]2([CH2:28][OH:29])[CH2:27][CH2:26][NH:25][CH2:24][CH2:23]2)[CH2:21][CH2:20][CH2:19][CH2:18][CH2:17]1.C(N(CC)CC)C. The catalyst is CO. The product is [C:12]([O:11][C:9]([N:25]1[CH2:24][CH2:23][C:22]([CH:16]2[CH2:17][CH2:18][CH2:19][CH2:20][CH2:21]2)([CH2:28][OH:29])[CH2:27][CH2:26]1)=[O:10])([CH3:13])([CH3:14])[CH3:15]. The yield is 0.480. (3) The reactants are F[C:2]1[CH:9]=[CH:8][C:5]([C:6]#[N:7])=[CH:4][CH:3]=1.[Cl:10][C:11]1[CH:24]=[CH:23][C:14]([CH2:15][N:16]2[CH2:21][CH2:20][CH:19]([NH2:22])[CH2:18][CH2:17]2)=[CH:13][C:12]=1[O:25][CH2:26][CH3:27]. The catalyst is CC(N(C)C)=O. The product is [Cl:10][C:11]1[CH:24]=[CH:23][C:14]([CH2:15][N:16]2[CH2:21][CH2:20][CH:19]([NH:22][C:2]3[CH:9]=[CH:8][C:5]([C:6]#[N:7])=[CH:4][CH:3]=3)[CH2:18][CH2:17]2)=[CH:13][C:12]=1[O:25][CH2:26][CH3:27]. The yield is 0.100. (4) The reactants are [N:1]1([CH2:15][C:16]2[N:20](C(OC(C)(C)C)=O)[C:19]3[CH:28]=[CH:29][CH:30]=[C:31]([N:32]4[CH2:37][CH2:36][N:35]([CH3:38])[CH2:34][CH2:33]4)[C:18]=3[N:17]=2)[C@@H:14]2[C@@H:5]([CH2:6][CH2:7][C:8]3[C:13]2=[N:12][CH:11]=[CH:10][CH:9]=3)[CH2:4][CH2:3][CH2:2]1.FC(F)(F)C(O)=O. The catalyst is ClCCl. The product is [CH3:38][N:35]1[CH2:34][CH2:33][N:32]([C:31]2[C:18]3[N:17]=[C:16]([CH2:15][N:1]4[C@@H:14]5[C@@H:5]([CH2:6][CH2:7][C:8]6[C:13]5=[N:12][CH:11]=[CH:10][CH:9]=6)[CH2:4][CH2:3][CH2:2]4)[NH:20][C:19]=3[CH:28]=[CH:29][CH:30]=2)[CH2:37][CH2:36]1. The yield is 0.800. (5) The reactants are CC1C=CC(S([O:11][C:12]2[CH:17]=[CH:16][C:15]([CH2:18][CH2:19][CH3:20])=[CH:14][C:13]=2[O:21][CH2:22][C:23]2[CH:28]=[CH:27][CH:26]=[CH:25][CH:24]=2)(=O)=O)=CC=1.[OH-].[K+]. The catalyst is C(O)C.O. The product is [CH2:22]([O:21][C:13]1[CH:14]=[C:15]([CH2:18][CH2:19][CH3:20])[CH:16]=[CH:17][C:12]=1[OH:11])[C:23]1[CH:28]=[CH:27][CH:26]=[CH:25][CH:24]=1. The yield is 0.860. (6) The reactants are [C:1](=[N:4][OH:5])([NH2:3])[CH3:2].C[O-].[Na+].Cl.CCO.CN1C2C(N=C(N)NC=2NCC1CNC1C=[CH:32][C:31]([C:34]([NH:36][CH:37](C(O)=O)[CH2:38][CH2:39]C(O)=O)=O)=CC=1)=O. No catalyst specified. The product is [C:31]12([C:32]3[O:5][N:4]=[C:1]([CH3:2])[N:3]=3)[CH2:39][CH:38]1[CH2:37][NH:36][CH2:34]2. The yield is 0.820.